Dataset: Reaction yield outcomes from USPTO patents with 853,638 reactions. Task: Predict the reaction yield, written as a fraction of the theoretical maximum amount of product (1.0 means a 100% yield; for example, 0.34 means a 34% yield). (1) The reactants are [N:1]1[CH:6]=[CH:5][C:4]([C@H:7]([OH:9])[CH3:8])=[CH:3][CH:2]=1.[CH3:10][C:11]([OH:13])=[O:12]. The catalyst is CO.O=[Pt]=O. The product is [C:11]([OH:13])(=[O:12])[CH3:10].[NH:1]1[CH2:6][CH2:5][CH:4]([C@H:7]([OH:9])[CH3:8])[CH2:3][CH2:2]1. The yield is 0.790. (2) The reactants are [CH2:1]([N:4]([CH2:33][CH2:34][CH3:35])[C:5]([C:7]1=[CH:8][C:9]2[CH:25]=[CH:24][C:23]([C:26]3[CH:31]=[CH:30][C:29]([OH:32])=[CH:28][CH:27]=3)=[CH:22][C:10]=2[N:11]=[C:12]([NH:14]C(=O)OC(C)(C)C)[CH2:13]1)=[O:6])[CH2:2][CH3:3].C(O)(C(F)(F)F)=O. The catalyst is ClCCl. The product is [NH2:14][C:12]1[CH2:13][C:7]([C:5]([N:4]([CH2:33][CH2:34][CH3:35])[CH2:1][CH2:2][CH3:3])=[O:6])=[CH:8][C:9]2[CH:25]=[CH:24][C:23]([C:26]3[CH:31]=[CH:30][C:29]([OH:32])=[CH:28][CH:27]=3)=[CH:22][C:10]=2[N:11]=1. The yield is 0.190. (3) The reactants are [CH3:1][C:2](C)([O-])C.[K+].[C:7]([O:11][C:12]([N:14]1[CH2:19][CH2:18][CH2:17][C:16](=O)[CH2:15]1)=[O:13])([CH3:10])([CH3:9])[CH3:8].O. The catalyst is C1COCC1.[Br-].C([P+](C1C=CC=CC=1)(C1C=CC=CC=1)C1C=CC=CC=1)C. The product is [C:7]([O:11][C:12]([N:14]1[CH2:19][CH2:18][CH2:17][C:16](=[CH:1][CH3:2])[CH2:15]1)=[O:13])([CH3:10])([CH3:9])[CH3:8]. The yield is 1.00. (4) The yield is 0.430. The reactants are [OH:1][C@H:2]1[CH2:7][CH2:6][C@H:5]([N:8]2[C:16](=[O:17])[C:15]3[C:10](=[CH:11][CH:12]=[CH:13][CH:14]=3)[C:9]2=[O:18])[CH2:4][CH2:3]1.[H-].[Na+].[CH2:21](Br)[CH2:22][CH3:23]. The product is [CH2:21]([O:1][C@H:2]1[CH2:3][CH2:4][C@H:5]([N:8]2[C:9](=[O:18])[C:10]3[C:15](=[CH:14][CH:13]=[CH:12][CH:11]=3)[C:16]2=[O:17])[CH2:6][CH2:7]1)[CH2:22][CH3:23]. The catalyst is CN(C=O)C. (5) The reactants are [Cl:1][C:2]1[C:12](I)=[CH:11][CH:10]=[C:9]([Si:14]([CH3:17])([CH3:16])[CH3:15])[C:3]=1[C:4]([NH:6][CH2:7][CH3:8])=[O:5].C(=O)([O-])[O-].[Na+].[Na+].[C:24]1(B(O)O)[CH:29]=[CH:28][CH:27]=[CH:26][CH:25]=1. The catalyst is C1(C)C=CC=CC=1.C(Cl)Cl. The product is [Cl:1][C:2]1[C:12]([C:24]2[CH:29]=[CH:28][CH:27]=[CH:26][CH:25]=2)=[CH:11][CH:10]=[C:9]([Si:14]([CH3:17])([CH3:16])[CH3:15])[C:3]=1[C:4]([NH:6][CH2:7][CH3:8])=[O:5]. The yield is 0.590. (6) The reactants are [H-].[Na+].[N:3]1([CH2:8][CH2:9][CH:10]=[CH:11][C:12]2[CH:17]=[CH:16][C:15]([OH:18])=[CH:14][CH:13]=2)[CH:7]=[CH:6][N:5]=[N:4]1.Cl[CH2:20][C:21]1[N:22]=[C:23]([CH:26]=[CH:27][C:28]2[CH:33]=[CH:32][C:31]([S:34]([C:36]([F:39])([F:38])[F:37])=[O:35])=[CH:30][CH:29]=2)[O:24][CH:25]=1.O. The catalyst is CN(C=O)C. The product is [F:39][C:36]([F:37])([F:38])[S:34]([C:31]1[CH:32]=[CH:33][C:28]([CH:27]=[CH:26][C:23]2[O:24][CH:25]=[C:21]([CH2:20][O:18][C:15]3[CH:14]=[CH:13][C:12]([CH:11]=[CH:10][CH2:9][CH2:8][N:3]4[CH:7]=[CH:6][N:5]=[N:4]4)=[CH:17][CH:16]=3)[N:22]=2)=[CH:29][CH:30]=1)=[O:35]. The yield is 0.450. (7) The reactants are [Cl:1][C:2]1[NH:6][C:5]2[C:7]([C:17]([O:19][CH3:20])=[O:18])=[CH:8][C:9]([N:11]3[CH2:16][CH2:15][O:14][CH2:13][CH2:12]3)=[CH:10][C:4]=2[N:3]=1.C(=O)([O-])[O-].[K+].[K+].Br[CH2:28][C:29]1[CH:34]=[CH:33][CH:32]=[C:31]([C:35]([F:38])([F:37])[F:36])[C:30]=1[CH3:39].O. The catalyst is CN(C)C=O. The product is [Cl:1][C:2]1[N:3]([CH2:28][C:29]2[CH:34]=[CH:33][CH:32]=[C:31]([C:35]([F:36])([F:37])[F:38])[C:30]=2[CH3:39])[C:4]2[CH:10]=[C:9]([N:11]3[CH2:16][CH2:15][O:14][CH2:13][CH2:12]3)[CH:8]=[C:7]([C:17]([O:19][CH3:20])=[O:18])[C:5]=2[N:6]=1. The yield is 0.830. (8) The product is [Br:1][C:2]1[CH:7]=[C:6]2[C:5](=[CH:4][CH:3]=1)[O:11][C:12]1([CH2:16][CH2:15][CH2:14][CH2:13]1)[CH2:9][C:8]2=[O:10]. The catalyst is CO.O. The reactants are [Br:1][C:2]1[CH:3]=[CH:4][C:5]([OH:11])=[C:6]([C:8](=[O:10])[CH3:9])[CH:7]=1.[C:12]1(=O)[CH2:16][CH2:15][CH2:14][CH2:13]1.N1CCCC1.Cl. The yield is 1.00. (9) The reactants are Br[C:2]1[CH:10]=[CH:9][CH:8]=[C:7]2[C:3]=1[C:4]1([C:16]3=[CH:17][C:18]4[O:22][CH2:21][O:20][C:19]=4[CH:23]=[C:15]3[O:14][CH2:13]1)[C:5](=[O:12])[N:6]2[CH3:11].[CH3:24][C:25]1[C:29](B(O)O)=[C:28]([CH3:33])[O:27][N:26]=1.[C:34](=O)([O-])[O-].[K+].[K+].C(#N)C. The catalyst is O.C([O-])(=O)C.[Pd+2].C([O-])(=O)C.C1(P(C2C=CC=CC=2C2C(OC)=CC=CC=2OC)C2CCCCC2)CCCCC1. The product is [CH3:24][C:25]1[C:29]([C:2]2[CH:10]=[CH:9][CH:8]=[C:7]3[C:3]=2[C:4]2([C:16]4[C:15](=[CH:23][C:19]5[O:20][CH2:21][CH2:34][O:22][C:18]=5[CH:17]=4)[O:14][CH2:13]2)[C:5](=[O:12])[N:6]3[CH3:11])=[C:28]([CH3:33])[O:27][N:26]=1. The yield is 0.800.